This data is from Forward reaction prediction with 1.9M reactions from USPTO patents (1976-2016). The task is: Predict the product of the given reaction. (1) Given the reactants [CH2:1]([O:8][C:9]([N:11]1[CH2:16][CH2:15][N:14]([CH2:17][C@@H:18]([OH:24])[CH2:19][C:20]([O:22]C)=[O:21])[C:13](=[O:25])[C@@H:12]1[CH3:26])=[O:10])[C:2]1[CH:7]=[CH:6][CH:5]=[CH:4][CH:3]=1.[OH-].[Li+], predict the reaction product. The product is: [CH2:1]([O:8][C:9]([N:11]1[CH2:16][CH2:15][N:14]([CH2:17][C@@H:18]([OH:24])[CH2:19][C:20]([OH:22])=[O:21])[C:13](=[O:25])[C@@H:12]1[CH3:26])=[O:10])[C:2]1[CH:7]=[CH:6][CH:5]=[CH:4][CH:3]=1. (2) Given the reactants [NH:1]1[CH2:6][CH2:5][CH2:4][CH:3]([OH:7])[CH2:2]1.[H-].[Na+].[O:10]1[C:14]2[CH:15]=[CH:16][CH:17]=[CH:18][C:13]=2[CH:12]=[C:11]1[C:19]1[N:23]2[N:24]=[C:25](Cl)[CH:26]=[CH:27][C:22]2=[N:21][CH:20]=1, predict the reaction product. The product is: [O:10]1[C:14]2[CH:15]=[CH:16][CH:17]=[CH:18][C:13]=2[CH:12]=[C:11]1[C:19]1[N:23]2[N:24]=[C:25]([O:7][CH:3]3[CH2:4][CH2:5][CH2:6][NH:1][CH2:2]3)[CH:26]=[CH:27][C:22]2=[N:21][CH:20]=1. (3) Given the reactants C(=O)([O-])[O-].[K+].[K+].[C:7]([O:11][CH2:12][CH3:13])(=[O:10])[C:8]#[CH:9].C1(C)C=C(C)C=C(C)C=1S([O-])(=O)=O.[NH2:27][N+:28]1[CH:33]=[CH:32][CH:31]=[C:30]([S:34](=[O:39])(=[O:38])[N:35]([CH3:37])[CH3:36])[CH:29]=1, predict the reaction product. The product is: [CH2:12]([O:11][C:7]([C:8]1[CH:9]=[N:27][N:28]2[CH:29]=[C:30]([S:34](=[O:38])(=[O:39])[N:35]([CH3:37])[CH3:36])[CH:31]=[CH:32][C:33]=12)=[O:10])[CH3:13].